This data is from NCI-60 drug combinations with 297,098 pairs across 59 cell lines. The task is: Regression. Given two drug SMILES strings and cell line genomic features, predict the synergy score measuring deviation from expected non-interaction effect. (1) Drug 1: CCC1=CC2CC(C3=C(CN(C2)C1)C4=CC=CC=C4N3)(C5=C(C=C6C(=C5)C78CCN9C7C(C=CC9)(C(C(C8N6C)(C(=O)OC)O)OC(=O)C)CC)OC)C(=O)OC.C(C(C(=O)O)O)(C(=O)O)O. Drug 2: C1CCC(C(C1)N)N.C(=O)(C(=O)[O-])[O-].[Pt+4]. Cell line: HCT-15. Synergy scores: CSS=14.8, Synergy_ZIP=-5.33, Synergy_Bliss=-1.79, Synergy_Loewe=-2.30, Synergy_HSA=-0.590. (2) Drug 1: CC(C)(C#N)C1=CC(=CC(=C1)CN2C=NC=N2)C(C)(C)C#N. Drug 2: C1=NC2=C(N1)C(=S)N=CN2. Cell line: NCI-H322M. Synergy scores: CSS=44.7, Synergy_ZIP=-2.37, Synergy_Bliss=-2.75, Synergy_Loewe=-0.307, Synergy_HSA=-0.271. (3) Drug 1: CC(C)(C#N)C1=CC(=CC(=C1)CN2C=NC=N2)C(C)(C)C#N. Drug 2: C1C(C(OC1N2C=NC3=C2NC=NCC3O)CO)O. Cell line: NCIH23. Synergy scores: CSS=-4.38, Synergy_ZIP=0.851, Synergy_Bliss=1.21, Synergy_Loewe=-6.24, Synergy_HSA=-1.99. (4) Drug 1: CCC(=C(C1=CC=CC=C1)C2=CC=C(C=C2)OCCN(C)C)C3=CC=CC=C3.C(C(=O)O)C(CC(=O)O)(C(=O)O)O. Drug 2: C1CC(=O)NC(=O)C1N2C(=O)C3=CC=CC=C3C2=O. Cell line: MDA-MB-231. Synergy scores: CSS=-2.18, Synergy_ZIP=2.54, Synergy_Bliss=4.22, Synergy_Loewe=1.35, Synergy_HSA=0.695.